Dataset: Reaction yield outcomes from USPTO patents with 853,638 reactions. Task: Predict the reaction yield, written as a fraction of the theoretical maximum amount of product (1.0 means a 100% yield; for example, 0.34 means a 34% yield). The reactants are [CH3:1]CCCC.C([Li])(C)(C)C.[CH2:11]([CH:13]1[C:22]2[CH:21]=[CH:20][CH:19]=[CH:18][C:17]=2[C:16]2[S:23][C:24]([CH:26]=O)=[CH:25][C:15]=2[N:14]1[S:28]([C:31]1[CH:36]=[CH:35][C:34]([O:37][CH3:38])=[CH:33][CH:32]=1)(=[O:30])=[O:29])[CH3:12]. The catalyst is [Br-].C[P+](C1C=CC=CC=1)(C1C=CC=CC=1)C1C=CC=CC=1.O1CCCC1. The product is [CH2:11]([CH:13]1[C:22]2[CH:21]=[CH:20][CH:19]=[CH:18][C:17]=2[C:16]2[S:23][C:24]([CH:26]=[CH2:1])=[CH:25][C:15]=2[N:14]1[S:28]([C:31]1[CH:32]=[CH:33][C:34]([O:37][CH3:38])=[CH:35][CH:36]=1)(=[O:29])=[O:30])[CH3:12]. The yield is 0.900.